From a dataset of Full USPTO retrosynthesis dataset with 1.9M reactions from patents (1976-2016). Predict the reactants needed to synthesize the given product. (1) Given the product [C:1]([O:5][C:6](=[O:7])[NH:8][CH2:9][C:10]1[CH:11]=[CH:12][C:13]([C:14](=[O:16])[NH:55][C:52]2[CH:53]=[CH:54][C:49]([CH2:48][N:44]([CH2:45][CH2:46][CH3:47])[CH2:41][CH2:42][CH3:43])=[CH:50][CH:51]=2)=[CH:17][CH:18]=1)([CH3:2])([CH3:3])[CH3:4], predict the reactants needed to synthesize it. The reactants are: [C:1]([O:5][C:6]([NH:8][CH2:9][C:10]1[CH:18]=[CH:17][C:13]([C:14]([OH:16])=O)=[CH:12][CH:11]=1)=[O:7])([CH3:4])([CH3:3])[CH3:2].CCN=C=NCCCN(C)C.Cl.C1C=CC2N(O)N=NC=2C=1.[CH2:41]([N:44]([CH2:48][C:49]1[CH:54]=[CH:53][C:52]([NH2:55])=[CH:51][CH:50]=1)[CH2:45][CH2:46][CH3:47])[CH2:42][CH3:43]. (2) Given the product [F:35][C:2]([F:1])([F:34])[C:3]1[CH:4]=[C:5]2[C:10](=[CH:11][CH:12]=1)[N:9]1[C:13]([C:16]3[N:17]([CH2:21][O:22][CH2:23][CH2:24][Si:25]([CH3:27])([CH3:28])[CH3:26])[N:18]=[CH:19][CH:20]=3)=[CH:14][N:15]=[C:8]1[C:7]([NH:29][CH2:30][CH2:31][CH2:32][O:33][P:43](=[O:52])([O:44][CH2:45][C:46]1[CH:51]=[CH:50][CH:49]=[CH:48][CH:47]=1)[O:42][CH2:72][C:73]1[CH:78]=[CH:77][CH:76]=[CH:75][CH:74]=1)=[N:6]2, predict the reactants needed to synthesize it. The reactants are: [F:1][C:2]([F:35])([F:34])[C:3]1[CH:4]=[C:5]2[C:10](=[CH:11][CH:12]=1)[N:9]1[C:13]([C:16]3[N:17]([CH2:21][O:22][CH2:23][CH2:24][Si:25]([CH3:28])([CH3:27])[CH3:26])[N:18]=[CH:19][CH:20]=3)=[CH:14][N:15]=[C:8]1[C:7]([NH:29][CH2:30][CH2:31][CH2:32][OH:33])=[N:6]2.CC(C)([O-])C.[K+].[O:42]([CH2:72][C:73]1[CH:78]=[CH:77][CH:76]=[CH:75][CH:74]=1)[P:43](O[P:43]([O:44][CH2:45][C:46]1[CH:51]=[CH:50][CH:49]=[CH:48][CH:47]=1)([O:42][CH2:72][C:73]1[CH:78]=[CH:77][CH:76]=[CH:75][CH:74]=1)=[O:52])(=[O:52])[O:44][CH2:45][C:46]1[CH:51]=[CH:50][CH:49]=[CH:48][CH:47]=1. (3) Given the product [NH2:1][C:2]1[O:3][C:4]2[C:9]([C:10]([C:14]3[CH:19]=[C:18]([O:20][CH3:21])[C:17]([O:22][CH3:23])=[C:16]([Br:24])[CH:15]=3)([CH3:29])[C:11]=1[C:12]#[N:13])=[CH:8][CH:7]=[C:6]([N:25]([CH3:27])[CH3:26])[CH:5]=2, predict the reactants needed to synthesize it. The reactants are: [NH:1]=[C:2]1[C:11]([C:12]#[N:13])=[C:10]([C:14]2[CH:19]=[C:18]([O:20][CH3:21])[C:17]([O:22][CH3:23])=[C:16]([Br:24])[CH:15]=2)[C:9]2[C:4](=[CH:5][C:6]([N:25]([CH3:27])[CH3:26])=[CH:7][CH:8]=2)[O:3]1.N[C:29]1OC2C(C(C3C=C(OC)C(OC)=C(Br)C=3)C=1C#N)=CC=CC=2.ClC1C(=O)C(C#N)=C(C#N)C(=O)C=1Cl. (4) Given the product [F:1][C:2]1[CH:7]=[CH:6][C:5]([C:8]2[N:13]=[CH:12][N:11]=[C:10]([N:14]([CH2:21][C:22]3[CH:27]=[CH:26][C:25]([S:28][C:29]([CH3:37])([CH3:38])[C:30]([OH:32])=[O:31])=[CH:24][CH:23]=3)[CH2:15][C:16]3[O:17][CH:18]=[CH:19][CH:20]=3)[CH:9]=2)=[CH:4][C:3]=1[CH3:39], predict the reactants needed to synthesize it. The reactants are: [F:1][C:2]1[CH:7]=[CH:6][C:5]([C:8]2[N:13]=[CH:12][N:11]=[C:10]([N:14]([CH2:21][C:22]3[CH:27]=[CH:26][C:25]([S:28][C:29]([CH3:38])([CH3:37])[C:30]([O:32]C(C)(C)C)=[O:31])=[CH:24][CH:23]=3)[CH2:15][C:16]3[O:17][CH:18]=[CH:19][CH:20]=3)[CH:9]=2)=[CH:4][C:3]=1[CH3:39].Cl. (5) Given the product [Br:1][C:2]1[CH:3]=[CH:4][CH:5]=[C:6]([CH2:8][N:13]2[CH2:14][CH2:15][CH2:16][CH:11]([OH:10])[CH2:12]2)[N:7]=1, predict the reactants needed to synthesize it. The reactants are: [Br:1][C:2]1[N:7]=[C:6]([CH:8]=O)[CH:5]=[CH:4][CH:3]=1.[OH:10][CH:11]1[CH2:16][CH2:15][CH2:14][NH:13][CH2:12]1. (6) Given the product [CH3:32][NH:31][C:29]([C:17]1[C:18]2[N:19]([C:21]([CH3:28])=[C:22]([C:24]([F:27])([F:26])[F:25])[N:23]=2)[N:20]=[C:15](/[CH:14]=[CH:13]/[C:4]2[N:5]([C:7]3[CH:8]=[CH:9][CH:10]=[CH:11][CH:12]=3)[CH:6]=[C:2]([N:33]3[CH2:37][CH2:36][CH2:35][C:34]3=[O:38])[N:3]=2)[CH:16]=1)=[O:30], predict the reactants needed to synthesize it. The reactants are: Br[C:2]1[N:3]=[C:4](/[CH:13]=[CH:14]/[C:15]2[CH:16]=[C:17]([C:29]([NH:31][CH3:32])=[O:30])[C:18]3[N:19]([C:21]([CH3:28])=[C:22]([C:24]([F:27])([F:26])[F:25])[N:23]=3)[N:20]=2)[N:5]([C:7]2[CH:12]=[CH:11][CH:10]=[CH:9][CH:8]=2)[CH:6]=1.[NH:33]1[CH2:37][CH2:36][CH2:35][C:34]1=[O:38].